Dataset: Forward reaction prediction with 1.9M reactions from USPTO patents (1976-2016). Task: Predict the product of the given reaction. (1) Given the reactants [CH3:1][N:2]([CH3:7])[CH2:3][C:4](O)=[O:5].C(Cl)(=O)C(Cl)=O.C(OC([N:21]1[C:29]2[C:24](=[CH:25][C:26]([C:30]3[CH:31]=[N:32][N:33]([CH2:35][C:36]4[CH:41]=[CH:40][CH:39]=[CH:38][CH:37]=4)[CH:34]=3)=[CH:27][CH:28]=2)[C:23]([NH2:42])=[N:22]1)=O)(C)(C)C.C(=O)([O-])[O-].[K+].[K+].FC(F)(F)C(O)=O, predict the reaction product. The product is: [CH2:35]([N:33]1[CH:34]=[C:30]([C:26]2[CH:25]=[C:24]3[C:29](=[CH:28][CH:27]=2)[NH:21][N:22]=[C:23]3[NH:42][C:4](=[O:5])[CH2:3][N:2]([CH3:7])[CH3:1])[CH:31]=[N:32]1)[C:36]1[CH:41]=[CH:40][CH:39]=[CH:38][CH:37]=1. (2) Given the reactants Cl.[CH2:2]([O:4][C:5](=[O:9])[C@H:6]([CH3:8])[NH2:7])[CH3:3].[CH:10](=O)[C:11]1[CH:16]=[CH:15][CH:14]=[CH:13][CH:12]=1.C(N(CC)CC)C, predict the reaction product. The product is: [C:11]1([CH:10]=[N:7][CH:6]([CH3:8])[C:5]([O:4][CH2:2][CH3:3])=[O:9])[CH:16]=[CH:15][CH:14]=[CH:13][CH:12]=1.